From a dataset of Reaction yield outcomes from USPTO patents with 853,638 reactions. Predict the reaction yield, written as a fraction of the theoretical maximum amount of product (1.0 means a 100% yield; for example, 0.34 means a 34% yield). (1) The reactants are [CH3:1][N:2]1[CH2:7][CH2:6][NH:5][CH2:4][CH2:3]1.[C:8]([C:12]1[CH:16]=[C:15]([NH:17][C:18]([NH:20][C@@H:21]2[C:30]3[C:25](=[CH:26][CH:27]=[CH:28][CH:29]=3)[C@H:24]([O:31][C:32]3[CH:33]=[CH:34][C:35]4[N:36]([C:38]([N:41]5[C@H:46]([CH3:47])[CH2:45][CH2:44][CH2:43][C@@H:42]5[CH3:48])=[N:39][N:40]=4)[CH:37]=3)[CH2:23][CH2:22]2)=[O:19])[N:14]([C:49]2[CH:50]=[C:51]([CH:60]=[CH:61][CH:62]=2)[O:52][CH2:53][CH2:54]OS(C)(=O)=O)[N:13]=1)([CH3:11])([CH3:10])[CH3:9]. The catalyst is C1COCC1. The product is [C:8]([C:12]1[CH:16]=[C:15]([NH:17][C:18]([NH:20][C@@H:21]2[C:30]3[C:25](=[CH:26][CH:27]=[CH:28][CH:29]=3)[C@H:24]([O:31][C:32]3[CH:33]=[CH:34][C:35]4[N:36]([C:38]([N:41]5[C@H:42]([CH3:48])[CH2:43][CH2:44][CH2:45][C@@H:46]5[CH3:47])=[N:39][N:40]=4)[CH:37]=3)[CH2:23][CH2:22]2)=[O:19])[N:14]([C:49]2[CH:62]=[CH:61][CH:60]=[C:51]([O:52][CH2:53][CH2:54][N:5]3[CH2:6][CH2:7][N:2]([CH3:1])[CH2:3][CH2:4]3)[CH:50]=2)[N:13]=1)([CH3:10])([CH3:11])[CH3:9]. The yield is 0.380. (2) The reactants are [CH3:1][N:2]([CH2:15][C:16]([F:19])([F:18])[F:17])[C:3]([C:5]1[CH:14]=[CH:13][C:8]([C:9]([O:11]C)=[O:10])=[CH:7][N:6]=1)=[O:4].O.[OH-].[Li+]. The catalyst is O1CCCC1.O. The product is [CH3:1][N:2]([CH2:15][C:16]([F:19])([F:17])[F:18])[C:3]([C:5]1[CH:14]=[CH:13][C:8]([C:9]([OH:11])=[O:10])=[CH:7][N:6]=1)=[O:4]. The yield is 0.910.